Predict the reaction yield, written as a fraction of the theoretical maximum amount of product (1.0 means a 100% yield; for example, 0.34 means a 34% yield). From a dataset of Reaction yield outcomes from USPTO patents with 853,638 reactions. (1) The reactants are Cl[C:2]1[CH:7]=[C:6]([C:8]2[CH:13]=[CH:12][C:11]([O:14][C:15]([F:18])([F:17])[F:16])=[CH:10][CH:9]=2)[N:5]=[CH:4][N:3]=1.[CH3:19][N:20](C=O)C. The catalyst is O.[C-]#N.[C-]#N.[Zn+2].C1C=CC([P]([Pd]([P](C2C=CC=CC=2)(C2C=CC=CC=2)C2C=CC=CC=2)([P](C2C=CC=CC=2)(C2C=CC=CC=2)C2C=CC=CC=2)[P](C2C=CC=CC=2)(C2C=CC=CC=2)C2C=CC=CC=2)(C2C=CC=CC=2)C2C=CC=CC=2)=CC=1. The product is [F:16][C:15]([F:18])([F:17])[O:14][C:11]1[CH:12]=[CH:13][C:8]([C:6]2[N:5]=[CH:4][N:3]=[C:2]([C:19]#[N:20])[CH:7]=2)=[CH:9][CH:10]=1. The yield is 0.400. (2) The yield is 0.750. The catalyst is C1COCC1.CCCCCCC. The reactants are [CH2:1]([OH:9])[CH2:2][CH2:3][CH2:4][CH2:5][CH2:6][CH2:7][CH3:8].CC(C)([O-])C.[K+].F[C:17]1[CH:22]=[CH:21][C:20]([C:23](=[O:25])[CH3:24])=[CH:19][C:18]=1[C:26]([F:29])([F:28])[F:27].C(O)(=O)CC(CC(O)=O)(C(O)=O)O.C(C1C=CC=CC=1)(=O)C. The product is [CH2:1]([O:9][C:17]1[CH:22]=[CH:21][C:20]([C:23](=[O:25])[CH3:24])=[CH:19][C:18]=1[C:26]([F:27])([F:28])[F:29])[CH2:2][CH2:3][CH2:4][CH2:5][CH2:6][CH2:7][CH3:8]. (3) The reactants are [CH3:1][C:2]1[N:10]=[C:9]([C:11]([F:14])([F:13])[F:12])[CH:8]=[CH:7][C:3]=1[C:4]([OH:6])=O.Cl.CN(C)CCCN=C=NCC.ON1C2N=CC=CC=2N=N1.[NH2:37][C:38]1[CH:39]=[CH:40][C:41]([Cl:48])=[C:42]([CH:47]=1)[C:43]([O:45][CH3:46])=[O:44]. The catalyst is CN(C)C=O.O. The product is [CH3:46][O:45][C:43](=[O:44])[C:42]1[CH:47]=[C:38]([NH:37][C:4]([C:3]2[C:2]([CH3:1])=[N:10][C:9]([C:11]([F:14])([F:13])[F:12])=[CH:8][CH:7]=2)=[O:6])[CH:39]=[CH:40][C:41]=1[Cl:48]. The yield is 0.940. (4) The reactants are [F:1][CH:2]([F:5])[CH2:3]Cl.[C:6]1(=[O:12])[NH:10][C:9](=[O:11])[CH2:8][CH2:7]1.C(=O)([O-])[O-].[K+].[K+]. The catalyst is [Br-].C([N+](CCCC)(CCCC)CCCC)CCC. The product is [F:1][CH:2]([F:5])[CH2:3][N:10]1[C:6](=[O:12])[CH2:7][CH2:8][C:9]1=[O:11]. The yield is 0.950. (5) The reactants are [CH3:1][N:2]([CH3:4])[CH3:3].[C:5]([S:24][CH2:25][CH2:26][O:27][CH2:28][CH2:29][O:30][CH2:31][CH2:32][O:33][S:34]([C:37]1[CH:42]=[CH:41][C:40]([CH3:43])=[CH:39][CH:38]=1)(=[O:36])=[O:35])([C:18]1[CH:23]=[CH:22][CH:21]=[CH:20][CH:19]=1)([C:12]1[CH:17]=[CH:16][CH:15]=[CH:14][CH:13]=1)[C:6]1[CH:11]=[CH:10][CH:9]=[CH:8][CH:7]=1. The catalyst is C(O)C. The product is [C:40]1([CH3:43])[CH:39]=[CH:38][C:37]([S:34]([O-:36])(=[O:33])=[O:35])=[CH:42][CH:41]=1.[C:5]([S:24][CH2:25][CH2:26][O:27][CH2:28][CH2:29][O:30][CH2:31][CH2:32][N+:2]([CH3:4])([CH3:3])[CH3:1])([C:18]1[CH:23]=[CH:22][CH:21]=[CH:20][CH:19]=1)([C:12]1[CH:17]=[CH:16][CH:15]=[CH:14][CH:13]=1)[C:6]1[CH:11]=[CH:10][CH:9]=[CH:8][CH:7]=1. The yield is 0.680. (6) The reactants are [Si]([O:8][CH2:9][C:10]1[N:11]=[C:12]([C:15]2([OH:23])[CH2:20][CH2:19][C:18]([F:22])([F:21])[CH2:17][CH2:16]2)[S:13][CH:14]=1)(C(C)(C)C)(C)C.F.F.F.C(N(CC)CC)C. The catalyst is C1COCC1.CCOC(C)=O. The product is [F:22][C:18]1([F:21])[CH2:17][CH2:16][C:15]([C:12]2[S:13][CH:14]=[C:10]([CH2:9][OH:8])[N:11]=2)([OH:23])[CH2:20][CH2:19]1. The yield is 0.830.